This data is from Forward reaction prediction with 1.9M reactions from USPTO patents (1976-2016). The task is: Predict the product of the given reaction. (1) Given the reactants [H-].[Na+].[F:3][C:4]1[CH:9]=[CH:8][C:7]([C:10]([CH3:14])([CH3:13])[CH2:11][OH:12])=[CH:6][CH:5]=1.[CH2:15]1COCC1, predict the reaction product. The product is: [F:3][C:4]1[CH:5]=[CH:6][C:7]([C:10]([CH3:14])([CH3:13])[CH2:11][O:12][CH3:15])=[CH:8][CH:9]=1. (2) Given the reactants [Br:1][C:2]1[C:6]2[CH:7]=[N:8][C:9]([NH:11][C:12](=[O:18])OC(C)(C)C)=[CH:10][C:5]=2[N:4]([CH3:19])[CH:3]=1.ClC([C:23]1[CH:32]=[CH:31][C:26]([C:27]([O:29][CH3:30])=[O:28])=[CH:25][CH:24]=1)=O, predict the reaction product. The product is: [Br:1][C:2]1[C:6]2[CH:7]=[N:8][C:9]([NH:11][C:12]([C:23]3[CH:32]=[CH:31][C:26]([C:27]([O:29][CH3:30])=[O:28])=[CH:25][CH:24]=3)=[O:18])=[CH:10][C:5]=2[N:4]([CH3:19])[CH:3]=1. (3) Given the reactants [CH3:1][O:2][C:3]1[CH:4]=[C:5]([CH:18]=[C:19]([O:21][CH3:22])[CH:20]=1)[C:6]1[O:7][C:8]2[C:13]([C:14](=[O:16])[CH:15]=1)=[CH:12][CH:11]=[C:10]([OH:17])[CH:9]=2.Br[C:24]([Br:27])([CH3:26])C.[C:28](=O)([O-])[O-].[K+].[K+].[K+].[Br-], predict the reaction product. The product is: [Br:27][CH2:24][CH2:26][CH2:28][O:17][C:10]1[CH:9]=[C:8]2[C:13]([C:14](=[O:16])[CH:15]=[C:6]([C:5]3[CH:4]=[C:3]([O:2][CH3:1])[CH:20]=[C:19]([O:21][CH3:22])[CH:18]=3)[O:7]2)=[CH:12][CH:11]=1. (4) Given the reactants [NH2:1][CH2:2][CH2:3][S:4][C:5]1[CH:6]=[C:7]([CH:27]=[C:28]([C:30]([F:33])([F:32])[F:31])[CH:29]=1)[C:8]([N:10]([C:12]1[CH:13]=[N:14][CH:15]=[CH:16][C:17]=1[C:18]1[CH:23]=[CH:22][C:21]([F:24])=[CH:20][C:19]=1[O:25][CH3:26])[CH3:11])=[O:9].[S:34](N)([NH2:37])(=[O:36])=[O:35], predict the reaction product. The product is: [F:24][C:21]1[CH:22]=[CH:23][C:18]([C:17]2[CH:16]=[CH:15][N:14]=[CH:13][C:12]=2[N:10]([CH3:11])[C:8](=[O:9])[C:7]2[CH:27]=[C:28]([C:30]([F:32])([F:33])[F:31])[CH:29]=[C:5]([S:4][CH2:3][CH2:2][NH:1][S:34](=[O:36])(=[O:35])[NH2:37])[CH:6]=2)=[C:19]([O:25][CH3:26])[CH:20]=1. (5) The product is: [C:12]([O:11][C:9](=[O:10])[NH:17][CH2:18][C:19]1[CH:24]=[C:23]([F:25])[CH:22]=[CH:21][C:20]=1[NH2:26])([CH3:13])([CH3:14])[CH3:15]. Given the reactants [CH3:13][C:12]([O:11][C:9](O[C:9]([O:11][C:12]([CH3:15])([CH3:14])[CH3:13])=[O:10])=[O:10])([CH3:15])[CH3:14].Cl.[NH2:17][CH2:18][C:19]1[CH:24]=[C:23]([F:25])[CH:22]=[CH:21][C:20]=1[NH2:26].C([O-])(O)=O.[Na+], predict the reaction product.